This data is from Catalyst prediction with 721,799 reactions and 888 catalyst types from USPTO. The task is: Predict which catalyst facilitates the given reaction. (1) Reactant: Cl[C:2]1[N:7]=[C:6]([NH:8][C:9]2[CH:14]=[CH:13][C:12]([O:15][CH3:16])=[CH:11][C:10]=2[NH:17][S:18]([CH3:21])(=[O:20])=[O:19])[C:5]([Cl:22])=[CH:4][N:3]=1.[CH3:23][N:24]1[C:28]([NH2:29])=[CH:27][CH:26]=[N:25]1.CC1(C)C2C(=C(P(C3C=CC=CC=3)C3C=CC=CC=3)C=CC=2)OC2C(P(C3C=CC=CC=3)C3C=CC=CC=3)=CC=CC1=2.C(=O)([O-])[O-].[Cs+].[Cs+]. Product: [Cl:22][C:5]1[C:6]([NH:8][C:9]2[CH:14]=[CH:13][C:12]([O:15][CH3:16])=[CH:11][C:10]=2[NH:17][S:18]([CH3:21])(=[O:20])=[O:19])=[N:7][C:2]([NH:29][C:28]2[N:24]([CH3:23])[N:25]=[CH:26][CH:27]=2)=[N:3][CH:4]=1. The catalyst class is: 160. (2) Reactant: [Br-].O(CC[CH2:11][P+:12]([C:25]1[CH:30]=[CH:29][CH:28]=[CH:27][CH:26]=1)([C:19]1[CH:24]=[CH:23][CH:22]=[CH:21][CH:20]=1)[C:13]1[CH:18]=[CH:17][CH:16]=[CH:15][CH:14]=1)C1C=CC=CC=1.[O:31]([CH2:38][CH2:39][CH2:40]C[Br:42])[C:32]1[CH:37]=[CH:36][CH:35]=[CH:34][CH:33]=1.C1(P(C2C=CC=CC=2)C2C=CC=CC=2)C=CC=CC=1. Product: [Br-:42].[O:31]([CH2:38][CH2:39][CH2:40][CH2:11][P+:12]([C:19]1[CH:24]=[CH:23][CH:22]=[CH:21][CH:20]=1)([C:13]1[CH:14]=[CH:15][CH:16]=[CH:17][CH:18]=1)[C:25]1[CH:30]=[CH:29][CH:28]=[CH:27][CH:26]=1)[C:32]1[CH:37]=[CH:36][CH:35]=[CH:34][CH:33]=1. The catalyst class is: 11.